From a dataset of Full USPTO retrosynthesis dataset with 1.9M reactions from patents (1976-2016). Predict the reactants needed to synthesize the given product. (1) The reactants are: [C:1]([O:5][C:6]([C:8]1[CH:13]=[CH:12][C:11]([CH:14]([CH2:18][N:19]([CH3:21])[CH3:20])[C:15]([O-:17])=O)=[CH:10][CH:9]=1)=[O:7])([CH3:4])([CH3:3])[CH3:2].[K+].CCN=C=NCCCN(C)C.[CH:34]1[CH:35]=[CH:36][C:37]2N(O)N=[N:40][C:38]=2[CH:39]=1.NC1C=CC=CC=1. Given the product [NH:40]([C:15](=[O:17])[CH:14]([C:11]1[CH:10]=[CH:9][C:8]([C:6]([O:5][C:1]([CH3:2])([CH3:3])[CH3:4])=[O:7])=[CH:13][CH:12]=1)[CH2:18][N:19]([CH3:21])[CH3:20])[C:38]1[CH:39]=[CH:34][CH:35]=[CH:36][CH:37]=1, predict the reactants needed to synthesize it. (2) Given the product [NH2:15][C@@H:16]([CH2:61][S:62][S:63][C:64]([CH3:67])([CH3:66])[CH3:65])[C:17]([O:19][C@H:20]1[C@@H:24]([OH:25])[C@H:23]([N:26]2[CH:34]=[N:33][C:32]3[C:27]2=[N:28][CH:29]=[N:30][C:31]=3[NH2:35])[O:22][C@@H:21]1[CH2:36][O:37][P:38]([O:41][C@H:42]1[CH2:46][C@H:45]([N:47]2[CH:52]=[CH:51][C:50]([NH2:53])=[N:49][C:48]2=[O:54])[O:44][C@@H:43]1[CH2:55][O:56][P:57]([OH:59])([OH:60])=[O:58])([OH:40])=[O:39])=[O:18], predict the reactants needed to synthesize it. The reactants are: FC(F)(F)C(O)=O.C(OC([NH:15][C@@H:16]([CH2:61][S:62][S:63][C:64]([CH3:67])([CH3:66])[CH3:65])[C:17]([O:19][C@H:20]1[C@@H:24]([OH:25])[C@H:23]([N:26]2[CH:34]=[N:33][C:32]3[C:27]2=[N:28][CH:29]=[N:30][C:31]=3[NH2:35])[O:22][C@@H:21]1[CH2:36][O:37][P:38]([O:41][C@H:42]1[CH2:46][C@H:45]([N:47]2[CH:52]=[CH:51][C:50]([NH2:53])=[N:49][C:48]2=[O:54])[O:44][C@@H:43]1[CH2:55][O:56][P:57]([OH:60])([OH:59])=[O:58])([OH:40])=[O:39])=[O:18])=O)(C)(C)C. (3) Given the product [C:1]([C:3]1[CH:4]=[C:5]2[C:9](=[CH:10][CH:11]=1)[NH:8][CH:7]=[C:6]2[CH2:12][CH2:13][CH2:14][CH2:15][N:16]1[CH2:17][CH2:18][N:19]([C:22]2[CH:23]=[CH:24][C:25]3[O:29][C:28]([C:30]([NH:35][NH2:36])=[O:32])=[CH:27][C:26]=3[CH:33]=2)[CH2:20][CH2:21]1)#[N:2], predict the reactants needed to synthesize it. The reactants are: [C:1]([C:3]1[CH:4]=[C:5]2[C:9](=[CH:10][CH:11]=1)[NH:8][CH:7]=[C:6]2[CH2:12][CH2:13][CH2:14][CH2:15][N:16]1[CH2:21][CH2:20][N:19]([C:22]2[CH:23]=[CH:24][C:25]3[O:29][C:28]([C:30]([OH:32])=O)=[CH:27][C:26]=3[CH:33]=2)[CH2:18][CH2:17]1)#[N:2].[OH-].[NH3+:35][NH2:36]. (4) Given the product [F:28][C:11]1[CH:12]=[C:13]([O:16][CH2:17][C:18]2[CH:27]=[CH:26][C:25]3[C:20](=[CH:21][CH:22]=[CH:23][CH:24]=3)[N:19]=2)[CH:14]=[CH:15][C:10]=1[C:8](=[O:9])[CH2:7][C:4]1[CH:3]=[CH:2][N:1]=[CH:6][CH:5]=1, predict the reactants needed to synthesize it. The reactants are: [N:1]1[CH:6]=[CH:5][C:4]([CH2:7][C:8]([C:10]2[CH:15]=[CH:14][C:13]([O:16][CH2:17][C:18]3[CH:27]=[CH:26][C:25]4[C:20](=[CH:21][CH:22]=[CH:23][CH:24]=4)[N:19]=3)=[CH:12][CH:11]=2)=[O:9])=[CH:3][CH:2]=1.[F:28]C1C=C(OCC2C=CC3C(=CC=CC=3)N=2)C=CC=1C(N(OC)C)=O. (5) The reactants are: Br.[Br:2][C:3]1[CH:4]=[N:5][C:6]2[N:7]([CH2:9][C:10]([C:13]([F:16])([F:15])[F:14])(O)[N:11]=2)[CH:8]=1. Given the product [Br:2][C:3]1[CH:4]=[N:5][C:6]2[N:7]([CH:9]=[C:10]([C:13]([F:16])([F:15])[F:14])[N:11]=2)[CH:8]=1, predict the reactants needed to synthesize it. (6) Given the product [F:1][C:2]1[CH:3]=[C:4]([C:9]2[CH2:14][CH2:13][O:12][CH2:11][CH:10]=2)[CH:5]=[C:6]([F:8])[CH:7]=1, predict the reactants needed to synthesize it. The reactants are: [F:1][C:2]1[CH:3]=[C:4]([C:9]2(O)[CH2:14][CH2:13][O:12][CH2:11][CH2:10]2)[CH:5]=[C:6]([F:8])[CH:7]=1.C1CCN2C(=NCCC2)CC1. (7) Given the product [Br:1][C:2]1[CH:3]=[CH:4][C:5](=[O:8])[N:6]([CH2:15][C:14]2[CH:17]=[CH:18][C:11]([CH2:9][CH3:10])=[CH:12][CH:13]=2)[CH:7]=1, predict the reactants needed to synthesize it. The reactants are: [Br:1][C:2]1[CH:3]=[CH:4][C:5](=[O:8])[NH:6][CH:7]=1.[CH2:9]([C:11]1[CH:18]=[CH:17][C:14]([CH2:15]Br)=[CH:13][CH:12]=1)[CH3:10].C(=O)([O-])[O-].[K+].[K+]. (8) The reactants are: C[O:2][C:3](=[O:37])[CH2:4][CH2:5][NH:6][CH2:7][C@H:8]([OH:36])[CH2:9][O:10][C:11]1[C:16]([CH3:17])=[CH:15][C:14]([C:18]2[N:22]=[C:21]([C:23]3[CH:28]=[C:27]([CH3:29])[C:26]([CH2:30][CH:31]([CH3:33])[CH3:32])=[CH:25][N:24]=3)[O:20][N:19]=2)=[CH:13][C:12]=1[CH2:34][CH3:35]. Given the product [CH2:34]([C:12]1[CH:13]=[C:14]([C:18]2[N:22]=[C:21]([C:23]3[CH:28]=[C:27]([CH3:29])[C:26]([CH2:30][CH:31]([CH3:33])[CH3:32])=[CH:25][N:24]=3)[O:20][N:19]=2)[CH:15]=[C:16]([CH3:17])[C:11]=1[O:10][CH2:9][C@@H:8]([OH:36])[CH2:7][NH:6][CH2:5][CH2:4][C:3]([OH:37])=[O:2])[CH3:35], predict the reactants needed to synthesize it.